This data is from Forward reaction prediction with 1.9M reactions from USPTO patents (1976-2016). The task is: Predict the product of the given reaction. (1) The product is: [CH3:1][O:2][C:3]1[C:4]([CH2:9][OH:10])=[N:5][CH:6]=[CH:7][N:8]=1. Given the reactants [CH3:1][O:2][C:3]1[C:4]([C:9](OC)=[O:10])=[N:5][CH:6]=[CH:7][N:8]=1.[Cl-].[Cl-].[Ca+2].[BH4-].[Na+].O, predict the reaction product. (2) Given the reactants OC1C=C2C(C[C@@H](C(=O)[NH:20][C@H:21]3[C:30]4[C:25](=[CH:26][CH:27]=[CH:28][CH:29]=4)[CH2:24][CH2:23][CH2:22]3)N(C(OC(C)(C)C)=O)C2)=CC=1.[CH2:32]([O:39][C:40]([N:42]1[CH2:46][C:45](=[O:47])[CH2:44][C@H:43]1[C:48]([OH:50])=O)=[O:41])[C:33]1[CH:38]=[CH:37][CH:36]=[CH:35][CH:34]=1.[C@H]1(N)C2C(=CC=CC=2)CCC1, predict the reaction product. The product is: [O:47]=[C:45]1[CH2:46][N:42]([C:40]([O:39][CH2:32][C:33]2[CH:34]=[CH:35][CH:36]=[CH:37][CH:38]=2)=[O:41])[C@H:43]([C:48](=[O:50])[NH:20][C@H:21]2[C:30]3[C:25](=[CH:26][CH:27]=[CH:28][CH:29]=3)[CH2:24][CH2:23][CH2:22]2)[CH2:44]1. (3) Given the reactants [NH2:1][C:2]([NH2:4])=[S:3].[CH2:5]([O:7][C:8]([CH:10]1[CH2:15][CH2:14][C:13](=O)[CH:12](Br)[CH2:11]1)=[O:9])[CH3:6], predict the reaction product. The product is: [CH2:5]([O:7][C:8]([CH:10]1[CH2:15][CH2:14][C:13]2[N:1]=[C:2]([NH2:4])[S:3][C:12]=2[CH2:11]1)=[O:9])[CH3:6]. (4) Given the reactants Cl[CH:2]([C:14]1[CH:19]=[CH:18][CH:17]=[CH:16][CH:15]=1)[C:3]([C:5]1[C:13]2[C:8](=[CH:9][CH:10]=[CH:11][CH:12]=2)[NH:7][CH:6]=1)=[O:4].[CH3:20][O:21][C:22]1[CH:23]=[C:24]([CH:26]=[C:27]([O:29][CH3:30])[CH:28]=1)[NH2:25].C(N(CC)CC)C, predict the reaction product. The product is: [CH3:30][O:29][C:27]1[CH:26]=[C:24]([NH:25][CH:2]([C:14]2[CH:19]=[CH:18][CH:17]=[CH:16][CH:15]=2)[C:3]([C:5]2[C:13]3[C:8](=[CH:9][CH:10]=[CH:11][CH:12]=3)[NH:7][CH:6]=2)=[O:4])[CH:23]=[C:22]([O:21][CH3:20])[CH:28]=1. (5) The product is: [CH3:17][S:14]([O:6][C@H:3]1[CH2:4][CH2:5][O:1][CH2:2]1)(=[O:16])=[O:15]. Given the reactants [O:1]1[CH2:5][CH2:4][CH:3]([OH:6])[CH2:2]1.C(N(CC)CC)C.[S:14](Cl)([CH3:17])(=[O:16])=[O:15], predict the reaction product. (6) Given the reactants [CH:1]1([CH:7]=[CH:8][C:9]([NH:11][C:12]2[CH:17]=[CH:16][C:15]([C:18]3[C:23]([F:24])=[CH:22][CH:21]=[CH:20][C:19]=3[C:25]([F:28])([F:27])[F:26])=[CH:14][C:13]=2[N+:29]([O-])=O)=O)[CH2:6][CH2:5][CH2:4][CH2:3][CH2:2]1, predict the reaction product. The product is: [CH:1]1([CH:7]=[CH:8][C:9]2[NH:11][C:12]3[CH:17]=[CH:16][C:15]([C:18]4[C:19]([C:25]([F:28])([F:27])[F:26])=[CH:20][CH:21]=[CH:22][C:23]=4[F:24])=[CH:14][C:13]=3[N:29]=2)[CH2:6][CH2:5][CH2:4][CH2:3][CH2:2]1. (7) Given the reactants CC(C)=CCO.COC(=O)C1C(=CC(OCC=C)=CC=1)C(OC)=O.C[O:26][C:27](=[O:44])[C:28]1[C:29](=[CH:34][C:35]([O:38][CH2:39][CH:40]=[C:41]([CH3:43])[CH3:42])=[CH:36][CH:37]=1)[C:30]([O:32]C)=[O:31].C(OC1C=C(C(O)=O)C(=CC=1)C(O)=O)C=C, predict the reaction product. The product is: [CH3:42][C:41]([CH3:43])=[CH:40][CH2:39][O:38][C:35]1[CH:34]=[C:29]([C:30]([OH:32])=[O:31])[C:28](=[CH:37][CH:36]=1)[C:27]([OH:44])=[O:26]. (8) Given the reactants C[O:2][C:3](=[O:13])[CH2:4][CH2:5][CH:6]([N:8]1[CH2:12][CH2:11][CH2:10][CH2:9]1)[CH3:7].[OH-].[Na+].Cl, predict the reaction product. The product is: [N:8]1([CH:6]([CH3:7])[CH2:5][CH2:4][C:3]([OH:13])=[O:2])[CH2:12][CH2:11][CH2:10][CH2:9]1.